From a dataset of Forward reaction prediction with 1.9M reactions from USPTO patents (1976-2016). Predict the product of the given reaction. (1) Given the reactants Br[C:2]1[C:11]2[C:6](=[CH:7][CH:8]=[CH:9][CH:10]=2)[CH:5]=[C:4]([S:12]([C:15]2[CH:20]=[CH:19][C:18]([F:21])=[CH:17][CH:16]=2)(=[O:14])=[O:13])[N:3]=1.BrC1C2C(=CC=CC=2)C=C(S(C2C=CC(F)=CC=2)=O)N=1.[S:42]1[CH:46]=[CH:45][N:44]=[C:43]1[NH2:47].NC1C=C(C)N(C(OC(C)(C)C)=O)N=1, predict the reaction product. The product is: [F:21][C:18]1[CH:19]=[CH:20][C:15]([S:12]([C:4]2[N:3]=[C:2]([NH:47][C:43]3[S:42][CH:46]=[CH:45][N:44]=3)[C:11]3[C:6]([CH:5]=2)=[CH:7][CH:8]=[CH:9][CH:10]=3)(=[O:14])=[O:13])=[CH:16][CH:17]=1. (2) Given the reactants [Br:1][C:2]1[C:3]([OH:13])=[C:4]([C:10](=[O:12])[CH3:11])[CH:5]=[C:6]([Cl:9])[C:7]=1[F:8].[C:14](=O)([O-])[O-].[K+].[K+].CI, predict the reaction product. The product is: [Br:1][C:2]1[C:3]([O:13][CH3:14])=[C:4]([C:10](=[O:12])[CH3:11])[CH:5]=[C:6]([Cl:9])[C:7]=1[F:8]. (3) Given the reactants [C:1]([NH:11][C@H:12]([C:16]([OH:18])=O)[CH:13]([CH3:15])[CH3:14])([O:3][CH2:4][C:5]1[CH:10]=[CH:9][CH:8]=[CH:7][CH:6]=1)=[O:2].C(N(C(C)C)CC)(C)C.CN(C(ON1N=NC2C=CC=CC1=2)=[N+](C)C)C.[B-](F)(F)(F)F.Cl.[CH2:51]([O:58][P:59]([CH2:68][C@H:69]([OH:72])[CH2:70][NH2:71])([CH2:61][CH:62]1[CH2:67][CH2:66][CH2:65][CH2:64][CH2:63]1)=[O:60])[C:52]1[CH:57]=[CH:56][CH:55]=[CH:54][CH:53]=1, predict the reaction product. The product is: [CH2:51]([O:58][P:59]([CH2:68][C@H:69]([OH:72])[CH2:70][NH:71][C:16](=[O:18])[C@@H:12]([NH:11][C:1]([O:3][CH2:4][C:5]1[CH:6]=[CH:7][CH:8]=[CH:9][CH:10]=1)=[O:2])[CH:13]([CH3:14])[CH3:15])([CH2:61][CH:62]1[CH2:67][CH2:66][CH2:65][CH2:64][CH2:63]1)=[O:60])[C:52]1[CH:53]=[CH:54][CH:55]=[CH:56][CH:57]=1.